This data is from NCI-60 drug combinations with 297,098 pairs across 59 cell lines. The task is: Regression. Given two drug SMILES strings and cell line genomic features, predict the synergy score measuring deviation from expected non-interaction effect. Drug 1: C1C(C(OC1N2C=NC(=NC2=O)N)CO)O. Drug 2: C1CCC(C(C1)N)N.C(=O)(C(=O)[O-])[O-].[Pt+4]. Cell line: ACHN. Synergy scores: CSS=19.4, Synergy_ZIP=-7.07, Synergy_Bliss=3.91, Synergy_Loewe=-5.63, Synergy_HSA=2.92.